Dataset: Catalyst prediction with 721,799 reactions and 888 catalyst types from USPTO. Task: Predict which catalyst facilitates the given reaction. Reactant: [C:1]([C:4]1[C:9]([C:10]2[CH:15]=[CH:14][CH:13]=[CH:12][CH:11]=2)=[N:8][N:7]([CH2:16][C:17]2[CH:22]=[CH:21][CH:20]=[CH:19][N:18]=2)[C:6](=[O:23])[CH:5]=1)(=[O:3])[CH3:2].[BH4-].[Na+].[OH-].[Na+].[N+](C1C=C(S([O-])(=O)=O)C=CC=1)([O-])=O.[Na+].Cl. Product: [OH:3][CH:1]([C:4]1[C:9]([C:10]2[CH:15]=[CH:14][CH:13]=[CH:12][CH:11]=2)=[N:8][N:7]([CH2:16][C:17]2[CH:22]=[CH:21][CH:20]=[CH:19][N:18]=2)[C:6](=[O:23])[CH:5]=1)[CH3:2]. The catalyst class is: 87.